Task: Predict the product of the given reaction.. Dataset: Forward reaction prediction with 1.9M reactions from USPTO patents (1976-2016) (1) Given the reactants [CH3:1][C:2]1([CH3:46])[CH2:13][C:12]2[CH:11]=[C:10]3[N:5]([CH2:6][CH2:7][N:8]([C:15]4[C:20]([CH2:21][OH:22])=[C:19]([C:23]5[CH:24]=[C:25]([NH:31][C:32]6[CH:37]=[CH:36][N:35]=[C:34]([N:38]7[CH2:42][CH2:41][CH:40]([C:43](O)=[O:44])[CH2:39]7)[N:33]=6)[C:26](=[O:30])[N:27]([CH3:29])[CH:28]=5)[CH:18]=[CH:17][N:16]=4)[C:9]3=[O:14])[C:4]=2[CH2:3]1.F[P-](F)(F)(F)(F)F.C[N+](C)=C(N(C)C)O[N:58]1[C:62]2N=CC=C[C:61]=2[N:60]=N1, predict the reaction product. The product is: [C:62]([CH2:61][NH:60][C:43]([CH:40]1[CH2:41][CH2:42][N:38]([C:34]2[N:33]=[C:32]([NH:31][C:25]3[C:26](=[O:30])[N:27]([CH3:29])[CH:28]=[C:23]([C:19]4[CH:18]=[CH:17][N:16]=[C:15]([N:8]5[CH2:7][CH2:6][N:5]6[C:10](=[CH:11][C:12]7[CH2:13][C:2]([CH3:46])([CH3:1])[CH2:3][C:4]=76)[C:9]5=[O:14])[C:20]=4[CH2:21][OH:22])[CH:24]=3)[CH:37]=[CH:36][N:35]=2)[CH2:39]1)=[O:44])#[N:58]. (2) Given the reactants CO[C:3]([C:5]1[CH:18]=[C:8]2[N:9]=[C:10]([CH3:17])[CH:11]=[C:12]([C:13]([F:16])([F:15])[F:14])[N:7]2[N:6]=1)=[O:4].[OH-].[Na+].[CH:21]1[CH:22]=[CH:23]C2N(O)N=[N:27][C:25]=2[CH:26]=1.CCN=C=NCCCN(C)C.C(N(C(C)C)CC)(C)C.CC1CCCCN1, predict the reaction product. The product is: [CH3:17][C:10]1[CH:11]=[C:12]([C:13]([F:16])([F:15])[F:14])[N:7]2[N:6]=[C:5]([C:3]([N:27]3[CH2:23][CH2:22][CH2:21][CH2:26][CH2:25]3)=[O:4])[CH:18]=[C:8]2[N:9]=1. (3) The product is: [O:37]=[C:35]1[C:34]2([CH2:43][O:42][CH2:41][CH2:40][O:39][CH2:38]2)[N:33]([C:18]([O:20][C:21]([CH3:22])([CH3:23])[CH3:24])=[O:19])[CH2:32][C@@H:31]([C:25]2[CH:30]=[CH:29][CH:28]=[CH:27][CH:26]=2)[NH:36]1. Given the reactants CCN(C(C)C)C(C)C.[C:21]([O:20][C:18](O[C:18]([O:20][C:21]([CH3:24])([CH3:23])[CH3:22])=[O:19])=[O:19])([CH3:24])([CH3:23])[CH3:22].[C:25]1([C@H:31]2[NH:36][C:35](=[O:37])[C:34]3([CH2:43][O:42][CH2:41][CH2:40][O:39][CH2:38]3)[NH:33][CH2:32]2)[CH:30]=[CH:29][CH:28]=[CH:27][CH:26]=1, predict the reaction product. (4) Given the reactants [F:1][C:2]1[CH:10]=[CH:9][CH:8]=[C:7]([F:11])[C:3]=1[C:4](Cl)=[O:5].[Br:12][C:13]1[N:18]=[CH:17][C:16]([NH2:19])=[C:15]([CH3:20])[CH:14]=1.N1C=CC=CC=1.O, predict the reaction product. The product is: [Br:12][C:13]1[N:18]=[CH:17][C:16]([NH:19][C:4](=[O:5])[C:3]2[C:2]([F:1])=[CH:10][CH:9]=[CH:8][C:7]=2[F:11])=[C:15]([CH3:20])[CH:14]=1. (5) The product is: [Cl:1][C:2]1[CH:6]=[C:5]([C:7]2[N:8]([CH3:12])[N:9]=[CH:10][N:11]=2)[S:4][C:3]=1[C:13]1[N:17]2[N:18]=[C:19]([CH3:22])[CH:20]=[C:21]([C:41](=[O:42])[CH2:40][CH2:39][CH3:43])[C:16]2=[N:15][C:14]=1[CH3:23]. Given the reactants [Cl:1][C:2]1[CH:6]=[C:5]([C:7]2[N:8]([CH3:12])[N:9]=[CH:10][N:11]=2)[S:4][C:3]=1[C:13]1[N:17]2[N:18]=[C:19]([CH3:22])[CH:20]=[CH:21][C:16]2=[N:15][C:14]=1[CH3:23].[Li+].CC([N-]C(C)C)C.CCCCCCC.[CH2:39]1[CH2:43][O:42][CH2:41][CH2:40]1.C(C1C=CC=CC=1)C, predict the reaction product. (6) Given the reactants [N:1]([O-])=O.[Na+].[Br:5][C:6]1[CH:11]=[CH:10][C:9]([Cl:12])=[CH:8][C:7]=1[NH2:13].[Sn](Cl)Cl, predict the reaction product. The product is: [ClH:12].[Br:5][C:6]1[CH:11]=[CH:10][C:9]([Cl:12])=[CH:8][C:7]=1[NH:13][NH2:1].